Dataset: Full USPTO retrosynthesis dataset with 1.9M reactions from patents (1976-2016). Task: Predict the reactants needed to synthesize the given product. (1) Given the product [NH2:13][C:12]1[C:6]2[C:5]([C:15]3[CH:20]=[CH:19][CH:18]=[C:17]([F:21])[CH:16]=3)([CH3:14])[C:4]([C:1](=[O:3])[CH3:2])=[C:9]([CH3:10])[NH:8][C:7]=2[S:11][C:27]=1[C:26](=[O:29])[C:25]1[CH:30]=[CH:31][C:32]([Cl:33])=[C:23]([Cl:22])[CH:24]=1, predict the reactants needed to synthesize it. The reactants are: [C:1]([C:4]1[C:5]([C:15]2[CH:20]=[CH:19][CH:18]=[C:17]([F:21])[CH:16]=2)([CH3:14])[CH:6]([C:12]#[N:13])[C:7](=[S:11])[NH:8][C:9]=1[CH3:10])(=[O:3])[CH3:2].[Cl:22][C:23]1[CH:24]=[C:25]([CH:30]=[CH:31][C:32]=1[Cl:33])[C:26](=[O:29])[CH2:27]Br.N1CCCCC1.C(=O)([O-])[O-].[K+].[K+]. (2) Given the product [CH3:6][N:7]1[C:11]([C:12]2[O:27][C:16]([C:17]3[CH:18]=[CH:19][C:20]([C:23]([F:24])([F:25])[F:26])=[CH:21][CH:22]=3)=[N:15][N:14]=2)=[CH:10][CH:9]=[N:8]1, predict the reactants needed to synthesize it. The reactants are: P(Cl)(Cl)(Cl)=O.[CH3:6][N:7]1[C:11]([C:12]([NH:14][NH:15][C:16](=[O:27])[C:17]2[CH:22]=[CH:21][C:20]([C:23]([F:26])([F:25])[F:24])=[CH:19][CH:18]=2)=O)=[CH:10][CH:9]=[N:8]1. (3) Given the product [Cl:13][C:14]1[CH:20]=[CH:19][CH:18]=[CH:17][C:15]=1[N:16]1[CH:7]=[N:8][C:9]([NH2:12])=[N:10]1, predict the reactants needed to synthesize it. The reactants are: C1([C:7]2O[N:10]=[C:9]([NH2:12])[N:8]=2)C=CC=CC=1.[Cl:13][C:14]1[CH:20]=[CH:19][CH:18]=[CH:17][C:15]=1[NH2:16]. (4) Given the product [Cl:11][C:5]1[CH:4]=[CH:3][C:2]([I:1])=[CH:10][C:6]=1[C:7]([NH:34][CH2:35][C:36]1([OH:43])[CH2:42][CH2:41][CH2:40][CH2:39][CH2:38][CH2:37]1)=[O:9], predict the reactants needed to synthesize it. The reactants are: [I:1][C:2]1[CH:3]=[CH:4][C:5]([Cl:11])=[C:6]([CH:10]=1)[C:7]([OH:9])=O.ON1C2C=CC=CC=2N=N1.Cl.CN(C)CCCN=C=NCC.[NH2:34][CH2:35][C:36]1([OH:43])[CH2:42][CH2:41][CH2:40][CH2:39][CH2:38][CH2:37]1. (5) Given the product [CH2:20]([C@H:18]1[CH2:19][NH:15][CH2:16][C@@H:17]1[CH2:27][N:28]([CH2:36][C:37]1[CH:42]=[CH:41][CH:40]=[CH:39][C:38]=1[NH:43][C:44](=[O:46])[CH3:45])[C:29]1[CH:34]=[CH:33][C:32]([Cl:35])=[CH:31][CH:30]=1)[C:21]1[CH:26]=[CH:25][CH:24]=[CH:23][CH:22]=1, predict the reactants needed to synthesize it. The reactants are: C(O)(C(F)(F)F)=O.C(OC([N:15]1[CH2:19][C@H:18]([CH2:20][C:21]2[CH:26]=[CH:25][CH:24]=[CH:23][CH:22]=2)[C@@H:17]([CH2:27][N:28]([CH2:36][C:37]2[CH:42]=[CH:41][CH:40]=[CH:39][C:38]=2[NH:43][C:44](=[O:46])[CH3:45])[C:29]2[CH:34]=[CH:33][C:32]([Cl:35])=[CH:31][CH:30]=2)[CH2:16]1)=O)(C)(C)C.CC#N.O.CC#N. (6) Given the product [Na+:29].[C:1]([O:6][CH:7]([O:11][C:12]([NH:14][CH2:15][CH2:16][CH2:17][P:18]([CH2:21][CH2:22][CH2:23][CH3:24])(=[O:19])[O-:20])=[O:13])[CH:8]([CH3:10])[CH3:9])(=[O:5])[CH:2]([CH3:4])[CH3:3], predict the reactants needed to synthesize it. The reactants are: [C:1]([O:6][C@H:7]([O:11][C:12]([NH:14][CH2:15][CH2:16][CH2:17][P:18]([CH2:21][CH2:22][CH2:23][CH3:24])(=[O:20])[OH:19])=[O:13])[CH:8]([CH3:10])[CH3:9])(=[O:5])[CH:2]([CH3:4])[CH3:3].C([O-])(O)=O.[Na+:29]. (7) Given the product [CH3:1][O:2][C:3](=[O:27])/[CH:4]=[CH:5]/[C:6]1[CH:7]=[C:8]2[C:23](=[CH:24][CH:25]=1)[O:22][C:11]1([CH2:12][N:13]([CH2:15][C:35]3[C:36]4[C:41](=[CH:40][CH:39]=[CH:38][CH:37]=4)[N:33]([CH3:32])[CH:34]=3)[CH2:14]1)[CH2:10][C:9]2=[O:26], predict the reactants needed to synthesize it. The reactants are: [CH3:1][O:2][C:3](=[O:27])/[CH:4]=[CH:5]/[C:6]1[CH:7]=[C:8]2[C:23](=[CH:24][CH:25]=1)[O:22][C:11]1([CH2:14][N:13]([C:15](OC(C)(C)C)=O)[CH2:12]1)[CH2:10][C:9]2=[O:26].CC(O)=O.[CH3:32][N:33]1[C:41]2[C:36](=[CH:37][CH:38]=[CH:39][CH:40]=2)[C:35](C=O)=[CH:34]1.[BH-](OC(C)=O)(OC(C)=O)OC(C)=O.[Na+].